This data is from TCR-epitope binding with 47,182 pairs between 192 epitopes and 23,139 TCRs. The task is: Binary Classification. Given a T-cell receptor sequence (or CDR3 region) and an epitope sequence, predict whether binding occurs between them. (1) The epitope is YLQPRTFLL. The TCR CDR3 sequence is CASMEENTGELFF. Result: 1 (the TCR binds to the epitope). (2) The epitope is GTHWFVTQR. Result: 0 (the TCR does not bind to the epitope). The TCR CDR3 sequence is CSVEGRGTDTQYF.